From a dataset of Catalyst prediction with 721,799 reactions and 888 catalyst types from USPTO. Predict which catalyst facilitates the given reaction. (1) Reactant: [Br:1][C:2]1[CH:7]=[CH:6][C:5]([N+:8]([O-:10])=[O:9])=[C:4](F)[CH:3]=1.[CH3:12][CH:13]1[CH2:18][CH2:17][NH:16][CH2:15][CH2:14]1. Product: [Br:1][C:2]1[CH:7]=[CH:6][C:5]([N+:8]([O-:10])=[O:9])=[C:4]([N:16]2[CH2:17][CH2:18][CH:13]([CH3:12])[CH2:14][CH2:15]2)[CH:3]=1. The catalyst class is: 6. (2) Reactant: C([O:4][C@H:5]1[C:10](=[O:11])[C:9]2[CH:12]=[CH:13][C:14]3[N:15]([CH3:20])[C:16]([CH3:19])=[N:17][C:18]=3[C:8]=2[O:7][C@@H:6]1[C:21]1[CH:26]=[CH:25][CH:24]=[CH:23][CH:22]=1)(=O)C.[OH-].[Na+]. Product: [OH:4][C@H:5]1[C:10](=[O:11])[C:9]2[CH:12]=[CH:13][C:14]3[N:15]([CH3:20])[C:16]([CH3:19])=[N:17][C:18]=3[C:8]=2[O:7][C@@H:6]1[C:21]1[CH:22]=[CH:23][CH:24]=[CH:25][CH:26]=1. The catalyst class is: 126.